The task is: Predict the product of the given reaction.. This data is from Forward reaction prediction with 1.9M reactions from USPTO patents (1976-2016). (1) Given the reactants [CH:1]([C:3]1[CH:4]=[C:5]([C:14]([O:16][CH2:17][CH3:18])=[O:15])[C:6](=[O:13])[N:7]2[C:12]=1[CH:11]=[CH:10][CH:9]=[CH:8]2)=O.C(O)(=O)C.[C:23]([O:31][CH2:32][CH3:33])(=[O:30])[CH2:24][C:25]([O:27][CH2:28][CH3:29])=[O:26], predict the reaction product. The product is: [C:23]([C:24]([C:25]([O:27][CH2:28][CH3:29])=[O:26])=[CH:1][C:3]1[CH:4]=[C:5]([C:14]([O:16][CH2:17][CH3:18])=[O:15])[C:6](=[O:13])[N:7]2[C:12]=1[CH:11]=[CH:10][CH:9]=[CH:8]2)([O:31][CH2:32][CH3:33])=[O:30]. (2) The product is: [Cl:8][C:9]1[CH:14]=[CH:13][CH:12]=[CH:11][C:10]=1[C:15]1[CH:21]=[C:20]([CH2:19][OH:22])[O:17][N:16]=1. Given the reactants C(N(CC)CC)C.[Cl:8][C:9]1[CH:14]=[CH:13][CH:12]=[CH:11][C:10]=1[C:15](Cl)=[N:16][OH:17].[CH2:19]([OH:22])[C:20]#[CH:21], predict the reaction product. (3) Given the reactants C[O:2][C:3](=[O:32])[C:4]1[CH:9]=[CH:8][C:7]([O:10][CH3:11])=[C:6]([NH:12][C:13]2[CH:18]=[CH:17][C:16]([F:19])=[C:15]([C@:20]3([CH3:31])[C:25]([CH3:27])([CH3:26])[C:24](=[O:28])[N:23]([CH3:29])[C:22]([NH2:30])=[N:21]3)[CH:14]=2)[CH:5]=1.[Li+].[OH-], predict the reaction product. The product is: [NH2:30][C:22]1[N:23]([CH3:29])[C:24](=[O:28])[C:25]([CH3:26])([CH3:27])[C@:20]([C:15]2[CH:14]=[C:13]([NH:12][C:6]3[CH:5]=[C:4]([CH:9]=[CH:8][C:7]=3[O:10][CH3:11])[C:3]([OH:32])=[O:2])[CH:18]=[CH:17][C:16]=2[F:19])([CH3:31])[N:21]=1. (4) Given the reactants [I:1][C:2]1[C:10]([CH3:11])=[CH:9][CH:8]=[CH:7][C:3]=1[C:4]([OH:6])=O.[CH2:12]([O:14][C:15]([C:17]1([NH2:27])[CH2:25][C:24]2[C:19](=[CH:20][CH:21]=[C:22]([F:26])[CH:23]=2)[CH2:18]1)=[O:16])[CH3:13].CN(C(ON1N=NC2C=CC=NC1=2)=[N+](C)C)C.F[P-](F)(F)(F)(F)F.CCN(C(C)C)C(C)C, predict the reaction product. The product is: [CH2:12]([O:14][C:15]([C:17]1([NH:27][C:4](=[O:6])[C:3]2[CH:7]=[CH:8][CH:9]=[C:10]([CH3:11])[C:2]=2[I:1])[CH2:25][C:24]2[C:19](=[CH:20][CH:21]=[C:22]([F:26])[CH:23]=2)[CH2:18]1)=[O:16])[CH3:13]. (5) Given the reactants [O:1]=[C:2]1[C:8]2[CH:9]=[CH:10][CH:11]=[C:12]([C:13](OCC)=[O:14])[C:7]=2[CH2:6][CH2:5][C:4]2[CH:18]=[CH:19][CH:20]=[CH:21][C:3]1=2.[H-].[Al+3].[Li+].[H-].[H-].[H-].O.[OH-].[K+], predict the reaction product. The product is: [OH:14][CH2:13][C:12]1[C:7]2[CH2:6][CH2:5][C:4]3[CH:18]=[CH:19][CH:20]=[CH:21][C:3]=3[CH:2]([OH:1])[C:8]=2[CH:9]=[CH:10][CH:11]=1. (6) The product is: [Cl:11][C:13]1[C:12]([CH:4]=[O:5])=[CH:6][C:21]2[C:16](=[CH:17][C:18]([F:23])=[C:19]([F:22])[CH:20]=2)[N:15]=1. Given the reactants CN([CH:4]=[O:5])C.[CH3:6][N+](C)=CCl.[Cl-:11].[CH3:12][C:13]([NH:15][C:16]1[CH:21]=[CH:20][C:19]([F:22])=[C:18]([F:23])[CH:17]=1)=O, predict the reaction product. (7) The product is: [NH:28]1[CH2:29][CH2:30][C:25](=[C:22]2[C:21]3[CH:38]=[CH:39][CH:40]=[CH:41][C:20]=3[CH:19]=[CH:18][C:17]3[S:16][C:15]([CH2:14][CH2:13][C:11]([O:10][CH2:8][CH3:9])=[O:12])=[CH:24][C:23]2=3)[CH2:26][CH2:27]1. Given the reactants Cl.O1CCOCC1.[CH2:8]([O:10][C:11]([CH2:13][CH2:14][C:15]1[S:16][C:17]2[CH:18]=[CH:19][C:20]3[CH:41]=[CH:40][CH:39]=[CH:38][C:21]=3[C:22](=[C:25]3[CH2:30][CH2:29][N:28](C(OC(C)(C)C)=O)[CH2:27][CH2:26]3)[C:23]=2[CH:24]=1)=[O:12])[CH3:9], predict the reaction product. (8) Given the reactants [CH:1]1([C@@H:7]([NH:9][C:10]([C:12]2[C:21]3[C:16](=[CH:17][CH:18]=[CH:19][CH:20]=3)[N:15]=[C:14]([C:22]3[S:23][CH:24]=[CH:25][CH:26]=3)[C:13]=2[CH2:27][N:28]2[CH2:33][CH2:32][N:31]([CH2:34][C:35]([OH:37])=O)[C:30](=[O:38])[CH2:29]2)=[O:11])[CH3:8])[CH2:6][CH2:5][CH2:4][CH2:3][CH2:2]1.[CH3:39][N:40]1[C:44]([CH2:45][NH2:46])=[CH:43][C:42]([CH3:47])=[N:41]1, predict the reaction product. The product is: [CH:1]1([C@@H:7]([NH:9][C:10]([C:12]2[C:21]3[C:16](=[CH:17][CH:18]=[CH:19][CH:20]=3)[N:15]=[C:14]([C:22]3[S:23][CH:24]=[CH:25][CH:26]=3)[C:13]=2[CH2:27][N:28]2[CH2:33][CH2:32][N:31]([CH2:34][C:35](=[O:37])[NH:46][CH2:45][C:44]3[N:40]([CH3:39])[N:41]=[C:42]([CH3:47])[CH:43]=3)[C:30](=[O:38])[CH2:29]2)=[O:11])[CH3:8])[CH2:6][CH2:5][CH2:4][CH2:3][CH2:2]1. (9) Given the reactants Br[CH2:2][C:3]1[CH:8]=[C:7]([S:9]([CH3:12])(=[O:11])=[O:10])[CH:6]=[CH:5][C:4]=1[O:13][CH3:14].[Cl:15][C:16]1[N:21]=[C:20]([NH2:22])[C:19]([CH3:23])=[CH:18][N:17]=1.C([O-])([O-])=O.[K+].[K+], predict the reaction product. The product is: [Cl:15][C:16]1[N:21]=[C:20]([NH:22][CH2:2][C:3]2[CH:8]=[C:7]([S:9]([CH3:12])(=[O:11])=[O:10])[CH:6]=[CH:5][C:4]=2[O:13][CH3:14])[C:19]([CH3:23])=[CH:18][N:17]=1. (10) Given the reactants Cl.[Br:2][C:3]1[CH:4]=[C:5]([C:8]2[N:12]=[C:11]([C@H:13]3[CH2:18][CH2:17][CH2:16][NH:15][CH2:14]3)[O:10][N:9]=2)[NH:6][CH:7]=1.[F:19][C:20]1[CH:28]=[CH:27][C:23]([C:24](O)=[O:25])=[CH:22][N:21]=1, predict the reaction product. The product is: [Br:2][C:3]1[CH:4]=[C:5]([C:8]2[N:12]=[C:11]([C@H:13]3[CH2:18][CH2:17][CH2:16][N:15]([C:24]([C:23]4[CH:22]=[N:21][C:20]([F:19])=[CH:28][CH:27]=4)=[O:25])[CH2:14]3)[O:10][N:9]=2)[NH:6][CH:7]=1.